The task is: Predict the reactants needed to synthesize the given product.. This data is from Full USPTO retrosynthesis dataset with 1.9M reactions from patents (1976-2016). (1) Given the product [Cl:18][C:19]1[CH:20]=[C:21]([C@H:25]([O:17][C:14]2[CH:13]=[CH:12][C:11]([CH:4]([O:3][CH2:1][CH3:2])[CH2:5][C:6]([O:8][CH2:9][CH3:10])=[O:7])=[CH:16][CH:15]=2)[CH3:26])[CH:22]=[CH:23][CH:24]=1, predict the reactants needed to synthesize it. The reactants are: [CH2:1]([O:3][CH:4]([C:11]1[CH:16]=[CH:15][C:14]([OH:17])=[CH:13][CH:12]=1)[CH2:5][C:6]([O:8][CH2:9][CH3:10])=[O:7])[CH3:2].[Cl:18][C:19]1[CH:20]=[C:21]([C@@H:25](O)[CH3:26])[CH:22]=[CH:23][CH:24]=1.C1(P(C2C=CC=CC=2)C2C=CC=CC=2)C=CC=CC=1.C1(C)C=CC=CC=1.N(C(OCC)=O)=NC(OCC)=O. (2) Given the product [NH2:2][C:1](=[N:20][OH:21])[C:3]1[CH:4]=[C:5]([CH2:9][CH2:10][O:11][CH2:12][C:13]([O:15][C:16]([CH3:19])([CH3:18])[CH3:17])=[O:14])[CH:6]=[CH:7][CH:8]=1, predict the reactants needed to synthesize it. The reactants are: [C:1]([C:3]1[CH:4]=[C:5]([CH2:9][CH2:10][O:11][CH2:12][C:13]([O:15][C:16]([CH3:19])([CH3:18])[CH3:17])=[O:14])[CH:6]=[CH:7][CH:8]=1)#[N:2].[NH2:20][OH:21]. (3) Given the product [Cl:1][C:2]1[N:7]=[C:6]([C:8]2[S:12][C:11]([N:13]3[CH2:14][CH2:15][O:16][CH2:17][CH2:18]3)=[N:10][C:9]=2[C:19]2[C:20]([F:26])=[C:21]([NH:22][S:33]([CH:27]3[CH2:32][CH2:31][CH2:30][CH2:29][CH2:28]3)(=[O:35])=[O:34])[CH:23]=[CH:24][CH:25]=2)[CH:5]=[CH:4][N:3]=1, predict the reactants needed to synthesize it. The reactants are: [Cl:1][C:2]1[N:7]=[C:6]([C:8]2[S:12][C:11]([N:13]3[CH2:18][CH2:17][O:16][CH2:15][CH2:14]3)=[N:10][C:9]=2[C:19]2[C:20]([F:26])=[C:21]([CH:23]=[CH:24][CH:25]=2)[NH2:22])[CH:5]=[CH:4][N:3]=1.[CH:27]1([S:33](Cl)(=[O:35])=[O:34])[CH2:32][CH2:31][CH2:30][CH2:29][CH2:28]1. (4) Given the product [Cl:1][C:2]1[CH:10]=[CH:9][C:5]2[N:6]([CH2:43][C:44]3[C:52]4[C:47](=[N:48][CH:49]=[CH:50][CH:51]=4)[NH:46][N:45]=3)[N:7]=[N:8][C:4]=2[C:3]=1[O:11][C:12]1[CH:13]=[C:14]([C:20]#[N:21])[CH:15]=[C:16]([CH:19]=1)[C:17]#[N:18], predict the reactants needed to synthesize it. The reactants are: [Cl:1][C:2]1[CH:10]=[CH:9][C:5]2[NH:6][N:7]=[N:8][C:4]=2[C:3]=1[O:11][C:12]1[CH:13]=[C:14]([C:20]#[N:21])[CH:15]=[C:16]([CH:19]=1)[C:17]#[N:18].ClC1C=C(C=C(OC2C3N=NNC=3C=CC=2Cl)C=1)C#N.Br[CH2:43][C:44]1[C:52]2[C:47](=[N:48][CH:49]=[CH:50][CH:51]=2)[N:46](C(OC(C)(C)C)=O)[N:45]=1.C(=O)([O-])[O-].[Cs+].[Cs+]. (5) Given the product [CH3:13][C:1]1[CH:6]=[C:5]([CH3:7])[CH:4]=[C:3]([CH3:8])[C:2]=1[S:9]([O:18][N:17]=[C:15]([CH3:16])[CH3:14])(=[O:11])=[O:10], predict the reactants needed to synthesize it. The reactants are: [C:1]1([CH3:13])[CH:6]=[C:5]([CH3:7])[CH:4]=[C:3]([CH3:8])[C:2]=1[S:9](Cl)(=[O:11])=[O:10].[CH3:14][C:15](=[N:17][OH:18])[CH3:16].O. (6) Given the product [CH2:32]([N:39]1[CH2:40][C@H:41]([CH2:42][O:43][CH3:44])[O:51][C@H:47]([CH2:48][O:49][CH3:50])[CH2:46]1)[C:33]1[CH:34]=[CH:35][CH:36]=[CH:37][CH:38]=1, predict the reactants needed to synthesize it. The reactants are: C1(P(C2C=CC=CC=2)C2C=CC=CC=2)C=CC=CC=1.N(C(OCC)=O)=NC(OCC)=O.[CH2:32]([N:39]([CH2:46][C@H:47]([OH:51])[CH2:48][O:49][CH3:50])[CH2:40][C@H:41](O)[CH2:42][O:43][CH3:44])[C:33]1[CH:38]=[CH:37][CH:36]=[CH:35][CH:34]=1.O. (7) Given the product [CH2:21]([O:36][CH:37]1[CH2:42][CH2:41][CH2:40][CH2:39][O:38]1)[CH2:22][CH2:23][CH2:24][C:25]#[C:26][CH2:27][CH2:28][CH2:29][CH2:30][C:31]#[CH:32], predict the reactants needed to synthesize it. The reactants are: C#CCCCCC#C.BrCCCCOC1CCCCO1.[CH2:21]([O:36][CH:37]1[CH2:42][CH2:41][CH2:40][CH2:39][O:38]1)[CH2:22][CH2:23][CH2:24][C:25]#[C:26][CH2:27][CH2:28][CH2:29][CH2:30][CH2:31][CH2:32]CC#C. (8) The reactants are: [CH3:1][O:2][C:3]1[CH:4]=[C:5]2[C:10](=[CH:11][CH:12]=1)[O:9][CH:8]([C:13]1[CH:18]=[CH:17][CH:16]=[CH:15][CH:14]=1)[C:7]([CH2:19][NH2:20])=[CH:6]2.C(N(CC)CC)C.[C:28](Cl)(=[O:32])[CH2:29][CH2:30][CH3:31].Cl. Given the product [CH3:1][O:2][C:3]1[CH:4]=[C:5]2[C:10](=[CH:11][CH:12]=1)[O:9][CH:8]([C:13]1[CH:18]=[CH:17][CH:16]=[CH:15][CH:14]=1)[C:7]([CH2:19][NH:20][C:28](=[O:32])[CH2:29][CH2:30][CH3:31])=[CH:6]2, predict the reactants needed to synthesize it. (9) Given the product [CH3:19][S:20]([N:16]1[CH:17]=[CH:18][C:14]([C:11]2[CH:12]=[CH:13][C:8]([O:1][C:2]3[CH:3]=[CH:4][CH:5]=[CH:6][CH:7]=3)=[CH:9][CH:10]=2)=[N:15]1)(=[O:22])=[O:21], predict the reactants needed to synthesize it. The reactants are: [O:1]([C:8]1[CH:13]=[CH:12][C:11]([C:14]2[CH:18]=[CH:17][NH:16][N:15]=2)=[CH:10][CH:9]=1)[C:2]1[CH:7]=[CH:6][CH:5]=[CH:4][CH:3]=1.[CH3:19][S:20](Cl)(=[O:22])=[O:21]. (10) The reactants are: Cl[C:2]1[N:3]=[C:4]([N:25]2[CH2:30][CH2:29][O:28][CH2:27][CH2:26]2)[C:5]2[N:11]=[C:10]([CH2:12][N:13]3[CH2:16][CH:15]([N:17]4[CH2:22][CH2:21][C:20]([F:24])([F:23])[CH2:19][CH2:18]4)[CH2:14]3)[CH:9]=[CH:8][C:6]=2[N:7]=1.[Si]([N:38]1[C:46]2[C:41](=[C:42](B3OC(C)(C)C(C)(C)O3)[C:43]([F:47])=[CH:44][CH:45]=2)[CH:40]=[CH:39]1)(C(C)(C)C)(C)C. Given the product [F:23][C:20]1([F:24])[CH2:21][CH2:22][N:17]([CH:15]2[CH2:16][N:13]([CH2:12][C:10]3[CH:9]=[CH:8][C:6]4[N:7]=[C:2]([C:42]5[C:43]([F:47])=[CH:44][CH:45]=[C:46]6[C:41]=5[CH:40]=[CH:39][NH:38]6)[N:3]=[C:4]([N:25]5[CH2:30][CH2:29][O:28][CH2:27][CH2:26]5)[C:5]=4[N:11]=3)[CH2:14]2)[CH2:18][CH2:19]1, predict the reactants needed to synthesize it.